From a dataset of Forward reaction prediction with 1.9M reactions from USPTO patents (1976-2016). Predict the product of the given reaction. (1) Given the reactants [CH3:1][O:2][C:3]([C:5]1[S:9][C:8]2[CH:10]=[C:11]([C:14]([O:16][CH2:17][CH:18]=[CH2:19])=[O:15])[CH:12]=[CH:13][C:7]=2[C:6]=1[OH:20])=[O:4].[O:21](S(C(F)(F)F)(=O)=O)[S:22]([C:25]([F:28])([F:27])[F:26])(=O)=[O:23], predict the reaction product. The product is: [CH3:1][O:2][C:3]([C:5]1[S:9][C:8]2[CH:10]=[C:11]([C:14]([O:16][CH2:17][CH:18]=[CH2:19])=[O:15])[CH:12]=[CH:13][C:7]=2[C:6]=1[O:20][S:22]([C:25]([F:28])([F:27])[F:26])(=[O:23])=[O:21])=[O:4]. (2) Given the reactants [CH3:1][C@@H:2]1[CH2:6][N:5]([C:7]([O:9][C:10]([CH3:13])([CH3:12])[CH3:11])=[O:8])[C@H:4]([C:14]2[NH:15][CH:16]=[C:17]([C:19]3[CH:24]=[CH:23][C:22](B4OC(C)(C)C(C)(C)O4)=[CH:21][CH:20]=3)[N:18]=2)[CH2:3]1.Br[C:35]1[CH:40]=[CH:39][C:38]([C:41]2[S:61][C:44]3[N:45]=[C:46]([CH:48]4[CH2:52][CH:51]([CH3:53])[CH2:50][N:49]4[C:54]([O:56][C:57]([CH3:60])([CH3:59])[CH3:58])=[O:55])[NH:47][C:43]=3[CH:42]=2)=[CH:37][CH:36]=1.C([O-])(O)=O.[Na+].N#N, predict the reaction product. The product is: [C:10]([O:9][C:7]([N:5]1[CH2:6][C@@H:2]([CH3:1])[CH2:3][C@H:4]1[C:14]1[NH:18][C:17]([C:19]2[CH:24]=[CH:23][C:22]([C:35]3[CH:40]=[CH:39][C:38]([C:41]4[S:61][C:44]5[N:45]=[C:46]([C@@H:48]6[CH2:52][C@H:51]([CH3:53])[CH2:50][N:49]6[C:54]([O:56][C:57]([CH3:60])([CH3:59])[CH3:58])=[O:55])[NH:47][C:43]=5[CH:42]=4)=[CH:37][CH:36]=3)=[CH:21][CH:20]=2)=[CH:16][N:15]=1)=[O:8])([CH3:12])([CH3:13])[CH3:11]. (3) The product is: [C:1]1([C:7]([C:17]2[CH:18]=[CH:19][C:20]([CH2:23][CH2:24][C:25]([N:27]([CH2:30][CH3:31])[CH2:28][CH3:29])=[O:26])=[CH:21][CH:22]=2)=[C:8]([C:11]2[CH:16]=[CH:15][CH:14]=[CH:13][CH:12]=2)[CH2:9][CH3:10])[CH:2]=[CH:3][CH:4]=[CH:5][CH:6]=1. Given the reactants [C:1]1([C:7]([C:17]2[CH:22]=[CH:21][C:20]([CH:23]=[CH:24][C:25]([N:27]([CH2:30][CH3:31])[CH2:28][CH3:29])=[O:26])=[CH:19][CH:18]=2)=[C:8]([C:11]2[CH:16]=[CH:15][CH:14]=[CH:13][CH:12]=2)[CH2:9][CH3:10])[CH:6]=[CH:5][CH:4]=[CH:3][CH:2]=1.[Cl-], predict the reaction product. (4) Given the reactants [Cl:1][C:2]1[CH:7]=[C:6]([Cl:8])[N:5]=[CH:4][N:3]=1.[Li+].[Cl-].[I:11]I, predict the reaction product. The product is: [Cl:1][C:2]1[C:7]([I:11])=[C:6]([Cl:8])[N:5]=[CH:4][N:3]=1. (5) Given the reactants C(OC([N:8]1[CH2:17][CH2:16][C:15]2[C:10](=[CH:11][CH:12]=[CH:13][CH:14]=2)[C@H:9]1[C:18](=[O:28])[NH:19][C:20]1[C:25]([F:26])=[CH:24][CH:23]=[CH:22][C:21]=1[Cl:27])=O)(C)(C)C.[C:29]([OH:35])([C:31]([F:34])([F:33])[F:32])=[O:30], predict the reaction product. The product is: [F:32][C:31]([F:34])([F:33])[C:29]([OH:35])=[O:30].[Cl:27][C:21]1[CH:22]=[CH:23][CH:24]=[C:25]([F:26])[C:20]=1[NH:19][C:18]([C@@H:9]1[C:10]2[C:15](=[CH:14][CH:13]=[CH:12][CH:11]=2)[CH2:16][CH2:17][NH:8]1)=[O:28]. (6) Given the reactants C(=O)([O-])[O-].[K+].[K+].O.[OH:8][C:9]1[CH:13]=[CH:12][S:11][C:10]=1[C:14]([C:16]1[CH:21]=[CH:20][C:19]([O:22][CH3:23])=[CH:18][CH:17]=1)=[O:15].[C:24]([O:27][C@@H:28]1[C@@H:33]([O:34][C:35](=[O:37])[CH3:36])[C@H:32]([O:38][C:39](=[O:41])[CH3:40])[C@@H:31]([CH2:42][O:43][C:44](=[O:46])[CH3:45])[O:30][C@@H:29]1Br)(=[O:26])[CH3:25], predict the reaction product. The product is: [C:24]([O:27][CH:28]1[CH:33]([O:34][C:35](=[O:37])[CH3:36])[CH:32]([O:38][C:39](=[O:41])[CH3:40])[CH:31]([CH2:42][O:43][C:44](=[O:46])[CH3:45])[O:30][CH:29]1[O:8][C:9]1[CH:13]=[CH:12][S:11][C:10]=1[C:14](=[O:15])[C:16]1[CH:21]=[CH:20][C:19]([O:22][CH3:23])=[CH:18][CH:17]=1)(=[O:26])[CH3:25]. (7) Given the reactants [CH3:1][O:2][C:3]1[C:18]([O:19][CH3:20])=[CH:17][C:6]([C:7]([NH:9][CH2:10][C:11]2O[C:13]([CH3:16])=[CH:14][CH:15]=2)=[O:8])=[C:5]([NH2:21])[CH:4]=1.Cl.C(=O)(O)[O-].[Na+], predict the reaction product. The product is: [CH3:20][O:19][C:18]1[C:3]([O:2][CH3:1])=[CH:4][C:5]2[N:21]3[C:13]([CH3:16])=[CH:14][CH:15]=[C:11]3[CH2:10][NH:9][C:7](=[O:8])[C:6]=2[CH:17]=1. (8) Given the reactants [Li]CCCC.Br[C:7]1[N:11]([CH3:12])[C:10]([CH3:13])=[N:9][CH:8]=1.[Cl:14][C:15]1[C:24]2[C:19](=[CH:20][CH:21]=[C:22]([C:25]([C:27]3[N:31]([CH3:32])[C:30]([CH3:33])=[N:29][CH:28]=3)=[O:26])[CH:23]=2)[N:18]=[C:17]([O:34][CH3:35])[C:16]=1[CH2:36][N:37]1[CH2:42][CH2:41][CH:40]([C:43]([F:46])([F:45])[F:44])[CH2:39][CH2:38]1, predict the reaction product. The product is: [Cl:14][C:15]1[C:24]2[C:19](=[CH:20][CH:21]=[C:22]([C:25]([C:27]3[N:31]([CH3:32])[C:30]([CH3:33])=[N:29][CH:28]=3)([C:7]3[N:11]([CH3:12])[C:10]([CH3:13])=[N:9][CH:8]=3)[OH:26])[CH:23]=2)[N:18]=[C:17]([O:34][CH3:35])[C:16]=1[CH2:36][N:37]1[CH2:42][CH2:41][CH:40]([C:43]([F:44])([F:45])[F:46])[CH2:39][CH2:38]1. (9) The product is: [Cl:1][C:2]1[CH:9]=[C:8]([O:20][C:13]2[CH:14]=[CH:15][C:16]([O:18][CH3:19])=[CH:17][C:12]=2[Cl:11])[CH:7]=[CH:6][C:3]=1[C:4]#[N:5]. Given the reactants [Cl:1][C:2]1[CH:9]=[C:8](F)[CH:7]=[CH:6][C:3]=1[C:4]#[N:5].[Cl:11][C:12]1[CH:17]=[C:16]([O:18][CH3:19])[CH:15]=[CH:14][C:13]=1[OH:20].C(=O)([O-])[O-].[K+].[K+], predict the reaction product.